Dataset: Forward reaction prediction with 1.9M reactions from USPTO patents (1976-2016). Task: Predict the product of the given reaction. (1) Given the reactants NC1C=CC(C)=C(NC2O[C:11]([C:14]3[CH:21]=[CH:20][C:17]([C:18]#[N:19])=[CH:16][CH:15]=3)=[CH:12][N:13]=2)C=1.[CH3:23][C:24]1[CH:29]=[CH:28][C:27]([N+:30]([O-:32])=[O:31])=[CH:26][C:25]=1[NH:33][C:34](=[O:36])C.NC1C=CC(C)=C(NC(=O)C)C=1, predict the reaction product. The product is: [CH3:23][C:24]1[CH:29]=[CH:28][C:27]([N+:30]([O-:32])=[O:31])=[CH:26][C:25]=1[NH:33][C:34]1[O:36][C:11]([C:14]2[CH:21]=[CH:20][C:17]([C:18]#[N:19])=[CH:16][CH:15]=2)=[CH:12][N:13]=1. (2) Given the reactants [F:1][C:2]([F:23])([C:17]1[CH:22]=[CH:21][CH:20]=[CH:19][N:18]=1)[CH2:3][NH:4][C:5]1[C:6](=[O:16])[N:7]([CH2:12][C:13]([OH:15])=O)[C:8]([CH3:11])=[CH:9][N:10]=1.[CH2:24]([NH2:32])[CH2:25][C:26]1[CH:31]=[CH:30][CH:29]=[CH:28][CH:27]=1, predict the reaction product. The product is: [F:23][C:2]([F:1])([C:17]1[CH:22]=[CH:21][CH:20]=[CH:19][N:18]=1)[CH2:3][NH:4][C:5]1[C:6](=[O:16])[N:7]([CH2:12][C:13]([NH:32][CH2:24][CH2:25][C:26]2[CH:31]=[CH:30][CH:29]=[CH:28][CH:27]=2)=[O:15])[C:8]([CH3:11])=[CH:9][N:10]=1.